Dataset: Forward reaction prediction with 1.9M reactions from USPTO patents (1976-2016). Task: Predict the product of the given reaction. (1) Given the reactants [NH2:1][C:2]1[CH:3]=[C:4]([CH:7]=[CH:8][CH:9]=1)[CH:5]=[O:6].[F:10][C:11]1[CH:16]=[CH:15][C:14]([C:17]([F:20])([F:19])[F:18])=[CH:13][C:12]=1[N:21]=[C:22]=[O:23].S([O-])(O)(=O)=O.[K+], predict the reaction product. The product is: [F:10][C:11]1[CH:16]=[CH:15][C:14]([C:17]([F:20])([F:19])[F:18])=[CH:13][C:12]=1[NH:21][C:22]([NH:1][C:2]1[CH:9]=[CH:8][CH:7]=[C:4]([CH:5]=[O:6])[CH:3]=1)=[O:23]. (2) Given the reactants [C:1]([C:3]1[CH:4]=[C:5]([C:14]([O:16]CC)=[O:15])[S:6][C:7]=1[N:8]1[CH2:13][CH2:12][O:11][CH2:10][CH2:9]1)#[N:2].[OH-].[Na+], predict the reaction product. The product is: [C:1]([C:3]1[CH:4]=[C:5]([C:14]([OH:16])=[O:15])[S:6][C:7]=1[N:8]1[CH2:13][CH2:12][O:11][CH2:10][CH2:9]1)#[N:2]. (3) Given the reactants [F-:1].[K+].[C:3]([O:7][C@@H:8]([C@H:10]1[CH2:14][O:13][C:12](=[O:15])[N:11]1[C:16]1[CH:21]=[C:20]([CH3:22])[N:19]=[C:18](Cl)[N:17]=1)[CH3:9])([CH3:6])([CH3:5])[CH3:4], predict the reaction product. The product is: [C:3]([O:7][C@@H:8]([C@H:10]1[CH2:14][O:13][C:12](=[O:15])[N:11]1[C:16]1[CH:21]=[C:20]([CH3:22])[N:19]=[C:18]([F:1])[N:17]=1)[CH3:9])([CH3:6])([CH3:5])[CH3:4]. (4) The product is: [F:24][C:25]([F:44])([F:43])[S:26]([O:23][C:20]1[CH2:21][CH2:22][C:17]2([CH2:13][O:14][CH2:15][CH2:16]2)[CH2:18][CH:19]=1)(=[O:28])=[O:27]. Given the reactants C(NC(C)C)(C)C.[Li]CCCC.[CH2:13]1[C:17]2([CH2:22][CH2:21][C:20](=[O:23])[CH2:19][CH2:18]2)[CH2:16][CH2:15][O:14]1.[F:24][C:25]([F:44])([F:43])[S:26](N(C1C=CC=CN=1)[S:26]([C:25]([F:44])([F:43])[F:24])(=[O:28])=[O:27])(=[O:28])=[O:27].C([O-])(O)=O.[Na+], predict the reaction product. (5) The product is: [NH2:34][C@@H:4]([CH2:3][C:1]#[N:2])[C:5]([NH:7][C@@H:8]([CH2:25][C:26]1[CH:31]=[CH:30][C:29]([O:32][CH3:33])=[CH:28][CH:27]=1)[C:9]([NH:11][C@@H:12]([CH2:19][C:20]1[CH2:24][CH2:23][CH2:22][CH:21]=1)[C:13]([C@@:15]1([CH3:18])[CH2:17][O:16]1)=[O:14])=[O:10])=[O:6]. Given the reactants [C:1]([CH2:3][C@H:4]([NH:34]C(=O)OC(C)(C)C)[C:5]([NH:7][C@@H:8]([CH2:25][C:26]1[CH:31]=[CH:30][C:29]([O:32][CH3:33])=[CH:28][CH:27]=1)[C:9]([NH:11][C@@H:12]([CH2:19][C:20]1[CH2:24][CH2:23][CH2:22][CH:21]=1)[C:13]([C@@:15]1([CH3:18])[CH2:17][O:16]1)=[O:14])=[O:10])=[O:6])#[N:2].C(O)(C(F)(F)F)=O, predict the reaction product. (6) Given the reactants [CH3:1][O:2][CH:3]([O:19][CH3:20])[CH:4]1[CH2:9][CH2:8][N:7]([C:10]2[CH:18]=[CH:17][C:13]([C:14]([OH:16])=O)=[CH:12][CH:11]=2)[CH2:6][CH2:5]1.Cl.CN(C)CCCN=C=NCC.C(N1CCOCC1)C.OC1C2N=NNC=2C=CC=1.Cl.[CH2:52]([O:54][C:55](=[O:62])[C@H:56]([CH2:58][CH:59]([CH3:61])[CH3:60])[NH2:57])[CH3:53], predict the reaction product. The product is: [CH2:52]([O:54][C:55](=[O:62])[C@@H:56]([NH:57][C:14](=[O:16])[C:13]1[CH:12]=[CH:11][C:10]([N:7]2[CH2:6][CH2:5][CH:4]([CH:3]([O:2][CH3:1])[O:19][CH3:20])[CH2:9][CH2:8]2)=[CH:18][CH:17]=1)[CH2:58][CH:59]([CH3:60])[CH3:61])[CH3:53]. (7) The product is: [C:11]1([S:17]([NH:1][C:2]2[CH:6]=[CH:5][S:4][C:3]=2[C:7]([O:9][CH3:10])=[O:8])(=[O:19])=[O:18])[CH:16]=[CH:15][CH:14]=[CH:13][CH:12]=1. Given the reactants [NH2:1][C:2]1[CH:6]=[CH:5][S:4][C:3]=1[C:7]([O:9][CH3:10])=[O:8].[C:11]1([S:17](Cl)(=[O:19])=[O:18])[CH:16]=[CH:15][CH:14]=[CH:13][CH:12]=1.N1C=CC=CC=1, predict the reaction product. (8) Given the reactants C([O:3][C:4](=[O:44])[CH2:5][CH2:6][CH2:7][CH2:8][O:9][C:10]1[CH:15]=[CH:14][C:13]([N:16]2[CH:24]=[N:23][C:22]3[C:17]2=[N:18][C:19]([NH:25][C:26]2[CH:31]=[CH:30][C:29]([O:32][CH2:33][CH2:34][CH2:35][NH:36][C:37]([O:39][C:40]([CH3:43])([CH3:42])[CH3:41])=[O:38])=[CH:28][CH:27]=2)=[N:20][CH:21]=3)=[CH:12][CH:11]=1)C.O[Li].O, predict the reaction product. The product is: [C:40]([O:39][C:37]([NH:36][CH2:35][CH2:34][CH2:33][O:32][C:29]1[CH:28]=[CH:27][C:26]([NH:25][C:19]2[N:18]=[C:17]3[C:22]([N:23]=[CH:24][N:16]3[C:13]3[CH:14]=[CH:15][C:10]([O:9][CH2:8][CH2:7][CH2:6][CH2:5][C:4]([OH:44])=[O:3])=[CH:11][CH:12]=3)=[CH:21][N:20]=2)=[CH:31][CH:30]=1)=[O:38])([CH3:43])([CH3:41])[CH3:42]. (9) Given the reactants CCCC[N+](CCCC)(CCCC)CCCC.[F-].C[Si]([C:23]#[C:24][C:25]1[CH:30]=[CH:29][CH:28]=[CH:27][C:26]=1[CH2:31][C:32]([O:34][CH3:35])=[O:33])(C)C, predict the reaction product. The product is: [C:24]([C:25]1[CH:30]=[CH:29][CH:28]=[CH:27][C:26]=1[CH2:31][C:32]([O:34][CH3:35])=[O:33])#[CH:23]. (10) Given the reactants C([O:8][C:9]1[C:10]([O:41][CH3:42])=[CH:11][C:12]2[C:18](=[O:19])[N:17]3[CH:20]=[C:21](OS(C(F)(F)F)(=O)=O)[CH2:22][CH:16]3[C:15](=[O:31])[N:14]([CH2:32][O:33][CH2:34][CH2:35][Si:36]([CH3:39])([CH3:38])[CH3:37])[C:13]=2[CH:40]=1)C1C=CC=CC=1, predict the reaction product. The product is: [OH:8][C:9]1[C:10]([O:41][CH3:42])=[CH:11][C:12]2[C:18](=[O:19])[N:17]3[CH2:20][CH2:21][CH2:22][CH:16]3[C:15](=[O:31])[N:14]([CH2:32][O:33][CH2:34][CH2:35][Si:36]([CH3:37])([CH3:38])[CH3:39])[C:13]=2[CH:40]=1.